This data is from Reaction yield outcomes from USPTO patents with 853,638 reactions. The task is: Predict the reaction yield, written as a fraction of the theoretical maximum amount of product (1.0 means a 100% yield; for example, 0.34 means a 34% yield). (1) The product is [F:35][C:36]([F:41])([F:40])[C:37]([OH:39])=[O:38].[CH3:34][N:32]1[CH:33]=[C:29]([C:22]2[N:21]=[C:20]([C:17]3[CH:18]=[CH:19][N:15]([C:4]4([CH2:3][C:1]#[N:2])[CH2:7][NH:6][CH2:5]4)[CH:16]=3)[N:25]3[CH:26]=[CH:27][N:28]=[C:24]3[CH:23]=2)[CH:30]=[N:31]1. The yield is 0.990. The reactants are [C:1]([CH2:3][C:4]1([N:15]2[CH:19]=[CH:18][C:17]([C:20]3[N:25]4[CH:26]=[CH:27][N:28]=[C:24]4[CH:23]=[C:22]([C:29]4[CH:30]=[N:31][N:32]([CH3:34])[CH:33]=4)[N:21]=3)=[CH:16]2)[CH2:7][N:6](C(OC(C)(C)C)=O)[CH2:5]1)#[N:2].[F:35][C:36]([F:41])([F:40])[C:37]([OH:39])=[O:38]. The catalyst is C(Cl)Cl. (2) The reactants are [S:1]([NH:5][C:6]1[CH:13]=[CH:12][CH:11]=[C:10]([O:14][CH2:15][C@H:16]2[CH2:21][CH2:20][CH2:19][N:18]([C:22](=[O:27])[CH2:23][CH:24]([CH3:26])[CH3:25])[CH2:17]2)[C:7]=1[C:8]#[N:9])(=[O:4])(=[O:3])[NH2:2].[OH-].[Na+]. The catalyst is CCO. The product is [NH2:9][C:8]1[C:7]2[C:10]([O:14][CH2:15][C@H:16]3[CH2:21][CH2:20][CH2:19][N:18]([C:22](=[O:27])[CH2:23][CH:24]([CH3:25])[CH3:26])[CH2:17]3)=[CH:11][CH:12]=[CH:13][C:6]=2[NH:5][S:1](=[O:3])(=[O:4])[N:2]=1. The yield is 0.820. (3) The reactants are Cl[C:2]1[N:7]=[CH:6][C:5]([CH2:8][C:9]([NH2:11])=[O:10])=[C:4]([NH:12][CH2:13][C:14]2[CH:19]=[C:18]([F:20])[CH:17]=[C:16]([F:21])[CH:15]=2)[CH:3]=1.[O:22]1[CH2:27][CH2:26][CH:25]([C:28]2[CH:34]=[CH:33][C:31]([NH2:32])=[CH:30][CH:29]=2)[CH2:24][CH2:23]1.ClCCl.CC(C)([O-])C.[Na+]. The catalyst is O1CCOCC1.C1C=CC(P(C2C=CC=CC=2)[C-]2C=CC=C2)=CC=1.C1C=CC(P(C2C=CC=CC=2)[C-]2C=CC=C2)=CC=1.Cl[Pd]Cl.[Fe+2].C1(P(C2C=CC=CC=2)[C-]2C=CC=C2)C=CC=CC=1.[C-]1(P(C2C=CC=CC=2)C2C=CC=CC=2)C=CC=C1.[Fe+2]. The product is [F:21][C:16]1[CH:15]=[C:14]([CH:19]=[C:18]([F:20])[CH:17]=1)[CH2:13][NH:12][C:4]1[CH:3]=[C:2]([NH:32][C:31]2[CH:33]=[CH:34][C:28]([CH:25]3[CH2:24][CH2:23][O:22][CH2:27][CH2:26]3)=[CH:29][CH:30]=2)[N:7]=[CH:6][C:5]=1[CH2:8][C:9]([NH2:11])=[O:10]. The yield is 0.160. (4) The reactants are Cl.I[CH2:3]I.[C:5]1([C@@H:11]2[C@@H:15]([C:16]3[CH:21]=[CH:20][CH:19]=[CH:18][CH:17]=3)[O:14][C:13]3([CH2:26][CH2:25][CH2:24][CH:23]=[CH:22]3)[O:12]2)[CH:10]=[CH:9][CH:8]=[CH:7][CH:6]=1. The catalyst is CCOCC.[Zn].[Cu].[Zn].II. The product is [C:5]1([C@@H:11]2[C@@H:15]([C:16]3[CH:17]=[CH:18][CH:19]=[CH:20][CH:21]=3)[O:14][C:13]3([CH2:26][CH2:25][CH2:24][C@H:23]4[C@@H:22]3[CH2:3]4)[O:12]2)[CH:10]=[CH:9][CH:8]=[CH:7][CH:6]=1. The yield is 0.850. (5) The reactants are Br[CH2:2][C:3]([C:5]1[C:10]([CH3:11])=[CH:9][C:8]([O:12][CH:13]2[CH2:17][CH2:16][CH2:15][CH2:14]2)=[CH:7][C:6]=1[CH3:18])=O.[NH2:19][C:20]([NH2:22])=[S:21]. The catalyst is CCO. The product is [CH:13]1([O:12][C:8]2[CH:9]=[C:10]([CH3:11])[C:5]([C:3]3[N:19]=[C:20]([NH2:22])[S:21][CH:2]=3)=[C:6]([CH3:18])[CH:7]=2)[CH2:17][CH2:16][CH2:15][CH2:14]1. The yield is 0.737. (6) The reactants are [N:1]([C@H:4]1[C@@H:9]([F:10])[CH2:8][CH2:7][N:6]([C:11]([O:13][C:14]([CH3:17])([CH3:16])[CH3:15])=[O:12])[CH2:5]1)=[N+]=[N-].[C:18](Cl)(=[O:27])[O:19][CH2:20][C:21]1[CH:26]=[CH:25][CH:24]=[CH:23][CH:22]=1. The catalyst is CO.N1C=CC=CC=1.[Pd]. The product is [CH2:20]([O:19][C:18]([NH:1][C@H:4]1[C@@H:9]([F:10])[CH2:8][CH2:7][N:6]([C:11]([O:13][C:14]([CH3:17])([CH3:16])[CH3:15])=[O:12])[CH2:5]1)=[O:27])[C:21]1[CH:26]=[CH:25][CH:24]=[CH:23][CH:22]=1. The yield is 0.220. (7) The reactants are C([Mg]Cl)(C)C.[CH2:6]([O:8][C:9]([C:11]1[N:12]([C:22]2[CH:27]=[CH:26][C:25]([O:28][CH:29]([CH3:31])[CH3:30])=[CH:24][CH:23]=2)[C:13]2[C:18]([C:19]=1[Cl:20])=[CH:17][C:16](I)=[CH:15][CH:14]=2)=[O:10])[CH3:7].[B:32](OCC)([O:36]CC)[O:33]CC.Cl. The catalyst is C1COCC1.[Cl-].[Na+].O. The product is [CH2:6]([O:8][C:9]([C:11]1[N:12]([C:22]2[CH:27]=[CH:26][C:25]([O:28][CH:29]([CH3:31])[CH3:30])=[CH:24][CH:23]=2)[C:13]2[C:18]([C:19]=1[Cl:20])=[CH:17][C:16]([B:32]([OH:36])[OH:33])=[CH:15][CH:14]=2)=[O:10])[CH3:7]. The yield is 0.860. (8) The reactants are [C:1]([O:5][C:6](=[O:31])[N:7]([C:17]1[N:22]2[N:23]=[CH:24][CH:25]=[C:21]2[N:20]=[C:19]([Cl:26])[C:18]=1[CH2:27][CH2:28][CH2:29][OH:30])[C:8]1[CH:13]=[CH:12][C:11]([O:14][CH2:15][CH3:16])=[CH:10][CH:9]=1)([CH3:4])([CH3:3])[CH3:2].CC(OI1(OC(C)=O)(OC(C)=O)OC(=O)C2C=CC=CC1=2)=O. The catalyst is C(Cl)Cl. The product is [C:1]([O:5][C:6](=[O:31])[N:7]([C:17]1[N:22]2[N:23]=[CH:24][CH:25]=[C:21]2[N:20]=[C:19]([Cl:26])[C:18]=1[CH2:27][CH2:28][CH:29]=[O:30])[C:8]1[CH:9]=[CH:10][C:11]([O:14][CH2:15][CH3:16])=[CH:12][CH:13]=1)([CH3:3])([CH3:2])[CH3:4]. The yield is 0.760. (9) The reactants are [Cl:1][C:2]1[CH:10]=[C:9]2[C:5]([CH:6]=[C:7]([C:14](OCC)=O)[N:8]2[CH2:11][C:12]#[N:13])=[CH:4][C:3]=1[CH3:19].[H-].[Al+3].[Li+].[H-].[H-].[H-].C(C(C(C([O-])=O)O)O)([O-])=O.[Na+].[K+].C(OCC)(=O)C. The catalyst is CCOCC. The product is [Cl:1][C:2]1[C:3]([CH3:19])=[CH:4][C:5]2[CH:6]=[C:7]3[CH2:14][NH:13][CH2:12][CH2:11][N:8]3[C:9]=2[CH:10]=1. The yield is 0.190.